From a dataset of Full USPTO retrosynthesis dataset with 1.9M reactions from patents (1976-2016). Predict the reactants needed to synthesize the given product. (1) Given the product [NH:25]1[C:26]2[C:31](=[CH:30][CH:29]=[CH:28][CH:27]=2)[C:23]([C:21]2[CH:20]=[CH:19][C:17]3[N:18]=[C:14]([CH2:13][NH:5][S:2]([CH3:1])(=[O:4])=[O:3])[O:15][C:16]=3[CH:22]=2)=[CH:24]1, predict the reactants needed to synthesize it. The reactants are: [CH3:1][S:2]([N:5]([CH2:13][C:14]1[O:15][C:16]2[CH:22]=[C:21]([C:23]3[C:31]4[C:26](=[CH:27][CH:28]=[CH:29][CH:30]=4)[N:25](S(C4C=CC=CC=4)(=O)=O)[CH:24]=3)[CH:20]=[CH:19][C:17]=2[N:18]=1)C(=O)OC(C)(C)C)(=[O:4])=[O:3].[OH-].[Na+].Cl. (2) Given the product [Cl:61][C:6]1[CH:5]=[CH:4][C:3]([NH:8][C:9](=[S:35])[NH:10][C:11]2[CH:16]=[CH:15][C:14]([C:17]3[CH:25]=[C:24]4[C:20]([CH2:21][N:22]([C@@H:27]([CH:32]([CH3:34])[CH3:33])[C:28]([O:30][CH3:31])=[O:29])[C:23]4=[O:26])=[CH:19][CH:18]=3)=[CH:13][CH:12]=2)=[CH:2][CH:7]=1, predict the reactants needed to synthesize it. The reactants are: F[C:2]1[CH:7]=[CH:6][CH:5]=[CH:4][C:3]=1[NH:8][C:9](=[S:35])[NH:10][C:11]1[CH:16]=[CH:15][C:14]([C:17]2[CH:25]=[C:24]3[C:20]([CH2:21][N:22]([C@@H:27]([CH:32]([CH3:34])[CH3:33])[C:28]([O:30][CH3:31])=[O:29])[C:23]3=[O:26])=[CH:19][CH:18]=2)=[CH:13][CH:12]=1.NC1C=CC(C2C=C3C(CN([C@@H](C(C)C)C(OC)=O)C3=O)=CC=2)=CC=1.[Cl:61]C1C=CC(N=C=S)=CC=1. (3) Given the product [C:1]([NH:4][C:5]1[CH:10]=[CH:9][C:8]([C:11]2[CH:16]=[CH:15][CH:14]=[C:13]([C:17]([O:19][CH2:20][CH3:21])=[O:18])[CH:12]=2)=[CH:7][C:6]=1[NH2:22])(=[O:3])[CH3:2], predict the reactants needed to synthesize it. The reactants are: [C:1]([NH:4][C:5]1[CH:10]=[CH:9][C:8]([C:11]2[CH:16]=[CH:15][CH:14]=[C:13]([C:17]([O:19][CH2:20][CH3:21])=[O:18])[CH:12]=2)=[CH:7][C:6]=1[N+:22]([O-])=O)(=[O:3])[CH3:2].O1CCCC1.